Task: Predict the product of the given reaction.. Dataset: Forward reaction prediction with 1.9M reactions from USPTO patents (1976-2016) (1) The product is: [Cl:23][C:20]1[CH:19]=[CH:18][N:17]2[C:16]([C:21]=1[CH3:22])=[C:12]([CH:13]1[CH2:15][CH2:14]1)[CH:11]=[C:5]([C:4]([O:3][CH2:1][CH3:2])=[O:24])[C:6]2=[O:7]. Given the reactants [CH2:1]([O:3][C:4](=[O:24])[C:5](=[CH:11][CH:12]([C:16]1[C:21]([CH3:22])=[C:20]([Cl:23])[CH:19]=[CH:18][N:17]=1)[CH:13]1[CH2:15][CH2:14]1)[C:6](OCC)=[O:7])[CH3:2], predict the reaction product. (2) Given the reactants [C:1](Cl)(Cl)=[O:2].ClC(Cl)(OC(=O)OC(Cl)(Cl)Cl)Cl.[OH:17][C:18]1[CH:24]=[CH:23][C:21]([NH2:22])=[CH:20][CH:19]=1.[Cl:25][C:26]1[CH:32]=[CH:31][C:29]([NH2:30])=[CH:28][C:27]=1[C:33]([F:36])([F:35])[F:34], predict the reaction product. The product is: [Cl:25][C:26]1[CH:32]=[CH:31][C:29]([NH:30][C:1]([NH:22][C:21]2[CH:23]=[CH:24][C:18]([OH:17])=[CH:19][CH:20]=2)=[O:2])=[CH:28][C:27]=1[C:33]([F:34])([F:35])[F:36].